From a dataset of Full USPTO retrosynthesis dataset with 1.9M reactions from patents (1976-2016). Predict the reactants needed to synthesize the given product. (1) Given the product [OH:12][C:10]1[C:9]([C:1]([C:2]2[CH:3]=[CH:4][CH:5]=[CH:6][CH:7]=2)=[O:8])=[CH:15][N:30]=[C:29]2[N:25]([C:19]3[CH:24]=[CH:23][CH:22]=[CH:21][CH:20]=3)[N:26]=[CH:27][C:28]=12, predict the reactants needed to synthesize it. The reactants are: [C:1]([C:9](=[CH:15]OCC)[C:10]([O:12]CC)=O)(=[O:8])[C:2]1[CH:7]=[CH:6][CH:5]=[CH:4][CH:3]=1.[C:19]1([N:25]2[C:29]([NH2:30])=[CH:28][CH:27]=[N:26]2)[CH:24]=[CH:23][CH:22]=[CH:21][CH:20]=1.C1(OC2C=CC=CC=2)C=CC=CC=1. (2) Given the product [CH2:29]([O:28][C:26]([N:12]1[C:11](=[O:13])[CH2:10][CH2:9][C@H:8]1[CH2:7][C:4]1[CH:3]=[CH:2][C:1]([C:14]2[CH:15]=[CH:16][CH:17]=[CH:18][CH:19]=2)=[CH:6][CH:5]=1)=[O:27])[C:30]1[CH:35]=[CH:34][CH:33]=[CH:32][CH:31]=1, predict the reactants needed to synthesize it. The reactants are: [C:1]1([C:14]2[CH:19]=[CH:18][CH:17]=[CH:16][CH:15]=2)[CH:6]=[CH:5][C:4]([CH2:7][C@H:8]2[NH:12][C:11](=[O:13])[CH2:10][CH2:9]2)=[CH:3][CH:2]=1.C([Li])CCC.Cl[C:26]([O:28][CH2:29][C:30]1[CH:35]=[CH:34][CH:33]=[CH:32][CH:31]=1)=[O:27]. (3) The reactants are: CS(O[CH2:6][CH2:7][C@H:8]1[S:14][C@H:13]([C:15]2[CH:20]=[CH:19][CH:18]=[C:17]([O:21][CH3:22])[C:16]=2[O:23][CH3:24])[C:12]2[CH:25]=[C:26]([Cl:29])[CH:27]=[CH:28][C:11]=2[N:10]2[C:30]([CH:33]3[CH2:35][CH2:34]3)=[N:31][N:32]=[C:9]12)(=O)=O.[C-:36]#[N:37].[Na+].O. Given the product [Cl:29][C:26]1[CH:27]=[CH:28][C:11]2[N:10]3[C:30]([CH:33]4[CH2:35][CH2:34]4)=[N:31][N:32]=[C:9]3[C@@H:8]([CH2:7][CH2:6][C:36]#[N:37])[S:14][C@H:13]([C:15]3[CH:20]=[CH:19][CH:18]=[C:17]([O:21][CH3:22])[C:16]=3[O:23][CH3:24])[C:12]=2[CH:25]=1, predict the reactants needed to synthesize it.